From a dataset of Reaction yield outcomes from USPTO patents with 853,638 reactions. Predict the reaction yield, written as a fraction of the theoretical maximum amount of product (1.0 means a 100% yield; for example, 0.34 means a 34% yield). (1) The product is [NH2:1][C:2]1[C:7]([N+:8]([O-:10])=[O:9])=[CH:6][CH:5]=[CH:4][C:3]=1[O:11][CH:17]1[CH2:22][CH2:21][N:20]([C:23]([O:25][C:26]([CH3:29])([CH3:28])[CH3:27])=[O:24])[CH2:19][CH2:18]1. The catalyst is CC(N(C)C)=O. The yield is 0.560. The reactants are [NH2:1][C:2]1[C:7]([N+:8]([O-:10])=[O:9])=[CH:6][CH:5]=[CH:4][C:3]=1[OH:11].CS(O[CH:17]1[CH2:22][CH2:21][N:20]([C:23]([O:25][C:26]([CH3:29])([CH3:28])[CH3:27])=[O:24])[CH2:19][CH2:18]1)(=O)=O.C(=O)([O-])[O-].[Cs+].[Cs+]. (2) The reactants are C1(C)C=CC(S(O[C@@H:11]([CH2:13]/[CH:14]=[CH:15]/[C:16]2[CH:17]=[N:18][CH:19]=[CH:20][CH:21]=2)[CH3:12])(=O)=O)=CC=1.[CH3:23][NH2:24]. The catalyst is C(O)C. The product is [CH3:23][NH:24][C@H:11]([CH2:13]/[CH:14]=[CH:15]/[C:16]1[CH:17]=[N:18][CH:19]=[CH:20][CH:21]=1)[CH3:12]. The yield is 0.240. (3) The reactants are [Br:1][C:2]1[CH:7]=[CH:6][CH:5]=[CH:4][C:3]=1[OH:8].N1C=CN=C1.[Si:14](Cl)([C:17]([CH3:20])([CH3:19])[CH3:18])([CH3:16])[CH3:15].O. The catalyst is CN(C=O)C. The product is [Br:1][C:2]1[CH:7]=[CH:6][CH:5]=[CH:4][C:3]=1[O:8][Si:14]([C:17]([CH3:20])([CH3:19])[CH3:18])([CH3:16])[CH3:15]. The yield is 0.990. (4) The reactants are [C:1]([O-:4])(=[O:3])C.[O:5]=[C:6]1[C@@H:9]([NH3+:10])[CH2:8][NH:7]1.[CH3:11]CN(C(C)C)C(C)C.[O:20]1[CH:24]=[C:23]([C:25]2[CH:30]=[CH:29][C:28](C3C=CN(C([O-])=O)C(=O)C=3C)=[CH:27][CH:26]=2)[N:22]=[CH:21]1.C([O-])(O)=O.[Na+]. The catalyst is C(Cl)Cl.CCOC(C)=O. The product is [O:20]1[CH:24]=[C:23]([C:25]2[CH:30]=[CH:29][C:28]([O:4][C:1](=[O:3])[N:10]([CH3:11])[C@H:9]3[CH2:8][NH:7][C:6]3=[O:5])=[CH:27][CH:26]=2)[N:22]=[CH:21]1. The yield is 0.330. (5) The reactants are [O:1]=[C:2]1[CH2:7][NH:6][CH:5]([C:8]([OH:10])=[O:9])[CH2:4][CH2:3]1.[C:11]([O:15][C:16](O[C:16]([O:15][C:11]([CH3:14])([CH3:13])[CH3:12])=[O:17])=[O:17])([CH3:14])([CH3:13])[CH3:12].C(N(CC)CC)C.Cl. The catalyst is C(Cl)Cl. The product is [C:11]([O:15][C:16]([N:6]1[CH2:7][C:2](=[O:1])[CH2:3][CH2:4][CH:5]1[C:8]([OH:10])=[O:9])=[O:17])([CH3:14])([CH3:13])[CH3:12]. The yield is 0.770.